Dataset: Full USPTO retrosynthesis dataset with 1.9M reactions from patents (1976-2016). Task: Predict the reactants needed to synthesize the given product. (1) The reactants are: [CH2:1]([O:3][C:4]1[C:5]2[C:9]([CH:10]=[CH:11][CH:12]=1)=[N:8][N:7]1[C:13]([CH:18]3[CH2:23][CH2:22][N:21](C(OC(C)(C)C)=O)[CH:20]([CH3:31])[CH2:19]3)=[CH:14][C:15](=[O:17])[NH:16][C:6]=21)[CH3:2].[ClH:32]. Given the product [ClH:32].[CH2:1]([O:3][C:4]1[C:5]2[C:9]([CH:10]=[CH:11][CH:12]=1)=[N:8][N:7]1[C:13]([C@@H:18]3[CH2:23][CH2:22][NH:21][C@@H:20]([CH3:31])[CH2:19]3)=[CH:14][C:15](=[O:17])[NH:16][C:6]=21)[CH3:2], predict the reactants needed to synthesize it. (2) Given the product [Cl:30][C:31]1[S:35][C:34]([C:36]2[N:37]=[C:38]([N:46]3[C:54]4[C:49](=[CH:50][CH:51]=[C:52]([O:55][CH2:56][C:57]([N:9]5[CH2:10][CH2:15][CH2:14][CH2:13]5)=[O:59])[CH:53]=4)[CH2:48][CH2:47]3)[C:39]3[CH2:44][S:43](=[O:45])[CH2:42][C:40]=3[N:41]=2)=[CH:33][CH:32]=1, predict the reactants needed to synthesize it. The reactants are: CN(C(O[N:9]1N=NC2C=[CH:13][CH:14]=[CH:15][C:10]1=2)=[N+](C)C)C.[B-](F)(F)(F)F.CN1CCOCC1.[Cl:30][C:31]1[S:35][C:34]([C:36]2[N:37]=[C:38]([N:46]3[C:54]4[C:49](=[CH:50][CH:51]=[C:52]([O:55][CH2:56][C:57]([OH:59])=O)[CH:53]=4)[CH2:48][CH2:47]3)[C:39]3[CH2:44][S:43](=[O:45])[CH2:42][C:40]=3[N:41]=2)=[CH:33][CH:32]=1.N1CCCC1. (3) Given the product [CH3:11][C:10]1[CH:5]=[CH:4][N:3]=[C:2]([C:6]([NH2:8])=[NH:7])[CH:9]=1, predict the reactants needed to synthesize it. The reactants are: S1[CH:5]=[CH:4][N:3]=[C:2]1[C:6]([NH2:8])=[NH:7].[CH3:9][C:10]1C=CN=C(C#N)[CH:11]=1. (4) Given the product [NH2:7][C@H:8]1[CH2:13][CH2:12][C@H:11]([CH2:14][CH2:15][N:16]2[C:21]3[CH:22]=[C:23]([O:26][CH3:27])[CH:24]=[CH:25][C:20]=3[O:19][CH2:18][C:17]2=[O:28])[CH2:10][CH2:9]1, predict the reactants needed to synthesize it. The reactants are: C(OC(=O)[NH:7][C@H:8]1[CH2:13][CH2:12][C@H:11]([CH2:14][CH2:15][N:16]2[C:21]3[CH:22]=[C:23]([O:26][CH3:27])[CH:24]=[CH:25][C:20]=3[O:19][CH2:18][C:17]2=[O:28])[CH2:10][CH2:9]1)(C)(C)C.NC1CCN(CCN2C3C(=CC=C(C#N)C=3)C=CC2=O)CC1. (5) Given the product [CH3:35][O:34][C:32](=[O:33])[CH2:31][C:28]1[CH:27]=[CH:26][C:25]([B:9]2[O:10][C:11]([CH3:16])([CH3:17])[C:12]([CH3:14])([CH3:15])[O:13]2)=[CH:30][CH:29]=1, predict the reactants needed to synthesize it. The reactants are: [CH3:16][C:11]1([CH3:17])[C:12]([CH3:15])([CH3:14])[O:13][B:9]([B:9]2[O:13][C:12]([CH3:15])([CH3:14])[C:11]([CH3:17])([CH3:16])[O:10]2)[O:10]1.C([O-])(=O)C.[K+].Br[C:25]1[CH:30]=[CH:29][C:28]([CH2:31][C:32]([O:34][CH3:35])=[O:33])=[CH:27][CH:26]=1.C(OCC)(=O)C. (6) Given the product [CH3:1][O:2][C:3]([C:5]1([C:9]2[CH:14]=[CH:13][C:12]([NH:15][C:16]3[C:21]4[CH2:22][CH2:23][CH2:24][C:20]=4[N:19]=[C:18]([N:26]4[CH2:31][CH2:30][O:29][CH2:28][CH2:27]4)[N:17]=3)=[CH:11][CH:10]=2)[CH2:8][CH2:7][CH2:6]1)=[O:4], predict the reactants needed to synthesize it. The reactants are: [CH3:1][O:2][C:3]([C:5]1([C:9]2[CH:14]=[CH:13][C:12]([NH:15][C:16]3[C:21]4[CH2:22][CH2:23][CH2:24][C:20]=4[N:19]=[C:18](Cl)[N:17]=3)=[CH:11][CH:10]=2)[CH2:8][CH2:7][CH2:6]1)=[O:4].[NH:26]1[CH2:31][CH2:30][O:29][CH2:28][CH2:27]1.C(N(C(C)C)CC)(C)C.